Dataset: Catalyst prediction with 721,799 reactions and 888 catalyst types from USPTO. Task: Predict which catalyst facilitates the given reaction. (1) Reactant: [Br:1][C:2]1[CH:14]=[N:13][C:12]2[C:11]3[C:10]([F:15])=[CH:9][C:8]([F:16])=[C:7]([F:17])[C:6]=3[NH:5][C:4]=2[CH:3]=1.[F:18][C:19]1([F:33])[CH2:24][CH2:23][CH:22]([CH:25]([C:27]2[CH:32]=[CH:31][CH:30]=[CH:29][CH:28]=2)O)[CH2:21][CH2:20]1.C1(P(C2C=CC=CC=2)C2C=CC=CC=2)C=CC=CC=1.CC(OC(/N=N/C(OC(C)C)=O)=O)C. Product: [Br:1][C:2]1[CH:14]=[N:13][C:12]2[C:11]3[C:10]([F:15])=[CH:9][C:8]([F:16])=[C:7]([F:17])[C:6]=3[N:5]([CH:25]([CH:22]3[CH2:23][CH2:24][C:19]([F:18])([F:33])[CH2:20][CH2:21]3)[C:27]3[CH:32]=[CH:31][CH:30]=[CH:29][CH:28]=3)[C:4]=2[CH:3]=1. The catalyst class is: 4. (2) Reactant: [CH3:1][NH:2][CH2:3][CH2:4][C@H:5]([O:11][C:12]1[CH:13]=[CH:14][CH:15]=[C:16]2[CH:21]=[CH:20][CH:19]=[CH:18][C:17]=12)[C:6]1[S:10][CH:9]=[CH:8][CH:7]=1.C([O-])(=O)C([O-])=O.[NH4+]. Product: [CH3:1][NH:2][CH2:3][CH2:4][C@H:5]([O:11][C:12]1[CH:13]=[CH:14][CH:15]=[C:16]2[CH:21]=[CH:20][CH:19]=[CH:18][C:17]=12)[C:6]1[S:10][CH:9]=[CH:8][CH:7]=1. The catalyst class is: 84. (3) Reactant: [CH:1]1([SH:5])[CH2:4][CH2:3][CH2:2]1.F[C:7]1[C:12]([I:13])=[CH:11][CH:10]=[CH:9][N:8]=1.C([O-])([O-])=O.[Cs+].[Cs+].[Na+].[Cl-]. Product: [CH:1]1([S:5][C:7]2[C:12]([I:13])=[CH:11][CH:10]=[CH:9][N:8]=2)[CH2:4][CH2:3][CH2:2]1. The catalyst class is: 3. (4) Reactant: Cl[C:2]1[N:6]([C:7]2[CH:8]=[C:9]([CH:13]=[CH:14][CH:15]=2)[C:10]([OH:12])=[O:11])[C:5]2[CH:16]=[CH:17][C:18]([C:20]([F:23])([F:22])[F:21])=[CH:19][C:4]=2[N:3]=1.[O-:24][CH2:25][CH3:26].[Na+].Cl.C(OCC)(=O)C. Product: [CH2:25]([O:24][C:2]1[N:6]([C:7]2[CH:8]=[C:9]([CH:13]=[CH:14][CH:15]=2)[C:10]([OH:12])=[O:11])[C:5]2[CH:16]=[CH:17][C:18]([C:20]([F:23])([F:22])[F:21])=[CH:19][C:4]=2[N:3]=1)[CH3:26]. The catalyst class is: 18. (5) Reactant: C([O:4][CH2:5][CH2:6][O:7][C:8]1[CH:38]=[CH:37][C:11]([C:12]([N:14]2[C:20]3[CH:21]=[CH:22][CH:23]=[CH:24][C:19]=3[CH2:18][N:17]([CH2:25][C:26]([O:28]CC3C=CC=CC=3)=O)[C:16](=[O:36])[CH2:15]2)=[O:13])=[C:10]([Cl:39])[CH:9]=1)(=O)C.O.[NH2:41][NH2:42].ClCCl. Product: [Cl:39][C:10]1[CH:9]=[C:8]([O:7][CH2:6][CH2:5][OH:4])[CH:38]=[CH:37][C:11]=1[C:12]([N:14]1[C:20]2[CH:21]=[CH:22][CH:23]=[CH:24][C:19]=2[CH2:18][N:17]([CH2:25][C:26]([NH:41][NH2:42])=[O:28])[C:16](=[O:36])[CH2:15]1)=[O:13]. The catalyst class is: 8.